From a dataset of Forward reaction prediction with 1.9M reactions from USPTO patents (1976-2016). Predict the product of the given reaction. (1) Given the reactants C(Cl)(=O)C(Cl)=O.CS(C)=O.[CH3:11][C:12]1[CH:17]=[CH:16][C:15](/[CH:18]=[CH:19]/[CH2:20][OH:21])=[CH:14][CH:13]=1.C(N(CC)CC)C, predict the reaction product. The product is: [CH3:11][C:12]1[CH:17]=[CH:16][C:15](/[CH:18]=[CH:19]/[CH:20]=[O:21])=[CH:14][CH:13]=1. (2) Given the reactants O[CH2:2][CH:3]1[CH2:8][CH2:7][CH2:6][N:5]([C:9]([O:11][C:12]([CH3:15])([CH3:14])[CH3:13])=[O:10])[CH2:4]1.C1(P(C2C=CC=CC=2)C2C=CC=CC=2)C=CC=CC=1.[Cl:35]CC1CCN(C(OC(C)(C)C)=O)CC1, predict the reaction product. The product is: [Cl:35][CH2:2][CH:3]1[CH2:8][CH2:7][CH2:6][N:5]([C:9]([O:11][C:12]([CH3:15])([CH3:14])[CH3:13])=[O:10])[CH2:4]1. (3) Given the reactants [CH3:1][N:2]([CH3:32])[C:3]([C:5]1[N:26]([CH:27]2[CH2:31][CH2:30][CH2:29][CH2:28]2)[C:8]2[N:9]=[C:10]([NH:13][C:14]3[N:19]=[CH:18][C:17]([CH:20]4[CH2:25][CH2:24][NH:23][CH2:22][CH2:21]4)=[CH:16][CH:15]=3)[N:11]=[CH:12][C:7]=2[CH:6]=1)=[O:4].Br[CH2:34][CH2:35][OH:36], predict the reaction product. The product is: [CH3:1][N:2]([CH3:32])[C:3]([C:5]1[N:26]([CH:27]2[CH2:31][CH2:30][CH2:29][CH2:28]2)[C:8]2[N:9]=[C:10]([NH:13][C:14]3[N:19]=[CH:18][C:17]([CH:20]4[CH2:25][CH2:24][N:23]([CH2:34][CH2:35][OH:36])[CH2:22][CH2:21]4)=[CH:16][CH:15]=3)[N:11]=[CH:12][C:7]=2[CH:6]=1)=[O:4]. (4) Given the reactants Cl.[NH:2]1[C:7]2[N:8]=[CH:9][CH:10]=[CH:11][C:6]=2[C:5]2([CH2:16][CH2:15][NH:14][CH2:13][CH2:12]2)[O:4][C:3]1=[O:17].Cl[C:19]1[N:24]=[C:23]([CH3:25])[N:22]=[C:21]([O:26][C:27]2[CH:36]=[C:35]([CH3:37])[C:30]3[NH:31][C:32](=[O:34])[O:33][C:29]=3[CH:28]=2)[CH:20]=1.CCN(C(C)C)C(C)C.O, predict the reaction product. The product is: [CH3:37][C:35]1[C:30]2[NH:31][C:32](=[O:34])[O:33][C:29]=2[CH:28]=[C:27]([O:26][C:21]2[CH:20]=[C:19]([N:14]3[CH2:13][CH2:12][C:5]4([O:4][C:3](=[O:17])[NH:2][C:7]5[N:8]=[CH:9][CH:10]=[CH:11][C:6]4=5)[CH2:16][CH2:15]3)[N:24]=[C:23]([CH3:25])[N:22]=2)[CH:36]=1. (5) Given the reactants Cl[C:2]([O:4][CH3:5])=[O:3].[NH2:6][C:7]1[CH:12]=[CH:11][C:10]([C@@H:13]2[O:18][CH2:17][CH2:16][N:15]([C:19]3[N:24]([CH3:25])[C:23](=[O:26])[CH:22]=[C:21]([C:27]4[CH:32]=[CH:31][N:30]=[CH:29][C:28]=4[F:33])[N:20]=3)[CH2:14]2)=[CH:9][CH:8]=1.C(N(CC)CC)C, predict the reaction product. The product is: [F:33][C:28]1[CH:29]=[N:30][CH:31]=[CH:32][C:27]=1[C:21]1[N:20]=[C:19]([N:15]2[CH2:16][CH2:17][O:18][C@@H:13]([C:10]3[CH:11]=[CH:12][C:7]([NH:6][C:2](=[O:3])[O:4][CH3:5])=[CH:8][CH:9]=3)[CH2:14]2)[N:24]([CH3:25])[C:23](=[O:26])[CH:22]=1. (6) Given the reactants [CH3:1][O-:2].[Na+].[Br:4][C:5]1[CH:6]=[N:7][N:8]2[C:13](Cl)=[C:12]([CH:15]([CH3:17])[CH3:16])[C:11]([CH3:18])=[N:10][C:9]=12, predict the reaction product. The product is: [Br:4][C:5]1[CH:6]=[N:7][N:8]2[C:13]([O:2][CH3:1])=[C:12]([CH:15]([CH3:17])[CH3:16])[C:11]([CH3:18])=[N:10][C:9]=12.